This data is from Forward reaction prediction with 1.9M reactions from USPTO patents (1976-2016). The task is: Predict the product of the given reaction. (1) Given the reactants [CH:1]([N:4]1[C:8]([C:9]2[CH:10]=[C:11]3[N:17]([N:18]=2)[C:16]2[CH:19]=[C:20]([C:23](O)=[O:24])[CH:21]=[CH:22][C:15]=2[O:14][CH2:13][CH2:12]3)=[N:7][CH:6]=[N:5]1)([CH3:3])[CH3:2].C(Cl)(=O)C(Cl)=O.[NH2:32][C:33]1[CH:37]=[CH:36][O:35][N:34]=1.C(N(CC)CC)C.C(=O)([O-])O.[Na+], predict the reaction product. The product is: [CH:1]([N:4]1[C:8]([C:9]2[CH:10]=[C:11]3[N:17]([C:16]4[CH:19]=[C:20]([C:23]([NH:32][C:33]5[CH:37]=[CH:36][O:35][N:34]=5)=[O:24])[CH:21]=[CH:22][C:15]=4[O:14][CH2:13][CH2:12]3)[N:18]=2)=[N:7][CH:6]=[N:5]1)([CH3:3])[CH3:2]. (2) Given the reactants [CH2:1]([O:3][C:4]1[C:27]([O:28][CH3:29])=[CH:26][C:7]2[C:8]([C:17]3[CH:25]=[CH:24][C:20]([C:21](O)=[O:22])=[CH:19][CH:18]=3)=[N:9][C@H:10]3[C@@H:15]([C:6]=2[CH:5]=1)[CH2:14][N:13]([CH3:16])[CH2:12][CH2:11]3)[CH3:2].[C:30]([C:32]1[CH:46]=[CH:45][C:35]([CH2:36][O:37][CH2:38][C@@H:39]([NH:41][CH:42]([CH3:44])[CH3:43])[CH3:40])=[CH:34][CH:33]=1)#[N:31], predict the reaction product. The product is: [C:30]([C:32]1[CH:46]=[CH:45][C:35]([CH2:36][O:37][CH2:38][C@@H:39]([N:41]([CH:42]([CH3:43])[CH3:44])[C:21](=[O:22])[C:20]2[CH:19]=[CH:18][C:17]([C:8]3[C:7]4[CH:26]=[C:27]([O:28][CH3:29])[C:4]([O:3][CH2:1][CH3:2])=[CH:5][C:6]=4[C@@H:15]4[C@@H:10]([CH2:11][CH2:12][N:13]([CH3:16])[CH2:14]4)[N:9]=3)=[CH:25][CH:24]=2)[CH3:40])=[CH:34][CH:33]=1)#[N:31]. (3) Given the reactants Br[C:2]1[CH:3]=[C:4]2[C:8](=[CH:9][CH:10]=1)[C:7](=[C:11]1[C:19]3[C:14](=[CH:15][CH:16]=[CH:17][CH:18]=3)[NH:13][C:12]1=[O:20])[O:6][CH2:5]2.[CH3:21][N:22]([CH3:26])[CH2:23][C:24]#[CH:25].C(N(CC)CC)C, predict the reaction product. The product is: [CH3:21][N:22]([CH3:26])[CH2:23][C:24]#[C:25][C:2]1[CH:3]=[C:4]2[C:8](=[CH:9][CH:10]=1)[C:7](=[C:11]1[C:19]3[C:14](=[CH:15][CH:16]=[CH:17][CH:18]=3)[NH:13][C:12]1=[O:20])[O:6][CH2:5]2. (4) Given the reactants [Cl:1][C:2]1[CH:3]=[CH:4][CH:5]=[C:6]2[C:11]=1[NH:10][C:9](=[O:12])[CH:8]([CH2:13][CH3:14])[NH:7]2.C(C1C(=O)C(Cl)=C(Cl)C(=O)C=1C#N)#N.[OH-].[Na+], predict the reaction product. The product is: [Cl:1][C:2]1[CH:3]=[CH:4][CH:5]=[C:6]2[C:11]=1[NH:10][C:9](=[O:12])[C:8]([CH2:13][CH3:14])=[N:7]2.